Dataset: Catalyst prediction with 721,799 reactions and 888 catalyst types from USPTO. Task: Predict which catalyst facilitates the given reaction. (1) Reactant: C([N:8]1[CH2:12][C@H:11]([N:13]2[CH2:18][CH2:17][CH2:16][CH2:15][C:14]2=[O:19])[C@@H:10]([NH:20][C:21](=[O:27])[O:22][C:23]([CH3:26])([CH3:25])[CH3:24])[CH2:9]1)C1C=CC=CC=1.C([O-])=O.[NH4+]. Product: [O:19]=[C:14]1[CH2:15][CH2:16][CH2:17][CH2:18][N:13]1[C@H:11]1[CH2:12][NH:8][CH2:9][C@@H:10]1[NH:20][C:21](=[O:27])[O:22][C:23]([CH3:25])([CH3:24])[CH3:26]. The catalyst class is: 19. (2) Reactant: [CH2:1]([O:3][C:4]([C:6]1[C:11]([C:12]#[N:13])=[CH:10][CH:9]=[C:8]([O:14][C:15]2[CH:20]=[CH:19][C:18]([B:21]3OC(C)(C)C(C)(C)[O:22]3)=[C:17]([CH:30]=[O:31])[CH:16]=2)[N:7]=1)=[O:5])[CH3:2].[BH4-].[Na+].Cl. Product: [CH2:1]([O:3][C:4]([C:6]1[C:11]([C:12]#[N:13])=[CH:10][CH:9]=[C:8]([O:14][C:15]2[CH:20]=[CH:19][C:18]3[B:21]([OH:22])[O:31][CH2:30][C:17]=3[CH:16]=2)[N:7]=1)=[O:5])[CH3:2]. The catalyst class is: 5. (3) Reactant: Br[C:2]1[CH:7]=[CH:6][CH:5]=[C:4]([CH3:8])[N:3]=1.CCCCCC.C([Li])CCC.Cl[P:21]([C:29]1[CH:34]=[CH:33][C:32]([CH3:35])=[CH:31][CH:30]=1)[C:22]1[CH:27]=[CH:26][C:25]([CH3:28])=[CH:24][CH:23]=1. Product: [CH3:28][C:25]1[CH:24]=[CH:23][C:22]([P:21]([C:29]2[CH:34]=[CH:33][C:32]([CH3:35])=[CH:31][CH:30]=2)[C:2]2[CH:7]=[CH:6][CH:5]=[C:4]([CH3:8])[N:3]=2)=[CH:27][CH:26]=1. The catalyst class is: 7. (4) Reactant: C[O:2][C:3]([C@H:5]1[C@@H:10]([NH:11][C:12]([O:14][CH2:15][C:16]2[CH:21]=[CH:20][CH:19]=[CH:18][CH:17]=2)=[O:13])[CH2:9][CH:8]=[CH:7][CH2:6]1)=[O:4].[OH-].[Na+]. Product: [CH2:15]([O:14][C:12]([NH:11][C@@H:10]1[C@H:5]([C:3]([OH:4])=[O:2])[CH2:6][CH:7]=[CH:8][CH2:9]1)=[O:13])[C:16]1[CH:17]=[CH:18][CH:19]=[CH:20][CH:21]=1. The catalyst class is: 24. (5) Reactant: [NH2:1][C:2]1[CH:6]=[C:5]([C:7]2[CH:12]=[CH:11][C:10]([O:13][C:14]([F:17])([F:16])[F:15])=[CH:9][CH:8]=2)[S:4][C:3]=1[C:18]([OH:20])=[O:19].[N:21]([C:24]1[C:29]([CH3:30])=[CH:28][C:27]([CH3:31])=[CH:26][C:25]=1[CH3:32])=[C:22]=[O:23].C(N(CC)CC)C.O. Product: [F:16][C:14]([F:17])([F:15])[O:13][C:10]1[CH:9]=[CH:8][C:7]([C:5]2[S:4][C:3]([C:18]([OH:20])=[O:19])=[C:2]([NH:1][C:22]([NH:21][C:24]3[C:25]([CH3:32])=[CH:26][C:27]([CH3:31])=[CH:28][C:29]=3[CH3:30])=[O:23])[CH:6]=2)=[CH:12][CH:11]=1. The catalyst class is: 3. (6) Reactant: C[O:2][C:3](=O)[C:4]1[CH:9]=[CH:8][C:7]([CH:10]([CH3:24])[C:11]([C:17]2[CH:22]=[CH:21][N:20]=[C:19]([Cl:23])[CH:18]=2)([OH:16])[C:12]([F:15])([F:14])[F:13])=[C:6]([Cl:25])[CH:5]=1.CC(C[AlH]CC(C)C)C. Product: [Cl:25][C:6]1[CH:5]=[C:4]([CH2:3][OH:2])[CH:9]=[CH:8][C:7]=1[CH:10]([CH3:24])[C:11]([C:17]1[CH:22]=[CH:21][N:20]=[C:19]([Cl:23])[CH:18]=1)([OH:16])[C:12]([F:15])([F:14])[F:13]. The catalyst class is: 2. (7) Reactant: [N+:1]([C:4]1[CH:9]=[CH:8][C:7]([C@@H:10]2[CH2:16][C@@H:15]3[C@H:11]2[CH2:12][N:13]([C:17](=[O:20])[CH2:18][CH3:19])[CH2:14]3)=[CH:6][CH:5]=1)([O-])=O.O. Product: [NH2:1][C:4]1[CH:5]=[CH:6][C:7]([C@@H:10]2[CH2:16][C@@H:15]3[C@H:11]2[CH2:12][N:13]([C:17](=[O:20])[CH2:18][CH3:19])[CH2:14]3)=[CH:8][CH:9]=1. The catalyst class is: 5. (8) Reactant: Cl.[CH3:2][C:3]1[CH:8]=[C:7]([C:9]2[S:13][C:12]([N:14]3[CH2:19][CH2:18][NH:17][CH2:16][CH2:15]3)=[N:11][CH:10]=2)[CH:6]=[CH:5][N:4]=1.[Cl:20][C:21]1[CH:22]=[C:23]2[C:27](=[CH:28][CH:29]=1)[N:26]([S:30]([C:33]1[CH:38]=[CH:37][CH:36]=[CH:35][CH:34]=1)(=[O:32])=[O:31])[C:25]([S:39](Cl)(=[O:41])=[O:40])=[CH:24]2.C(N(C(C)C)CC)(C)C.C(=O)(O)[O-].[Na+]. Product: [Cl:20][C:21]1[CH:22]=[C:23]2[C:27](=[CH:28][CH:29]=1)[N:26]([S:30]([C:33]1[CH:38]=[CH:37][CH:36]=[CH:35][CH:34]=1)(=[O:31])=[O:32])[C:25]([S:39]([N:17]1[CH2:18][CH2:19][N:14]([C:12]3[S:13][C:9]([C:7]4[CH:6]=[CH:5][N:4]=[C:3]([CH3:2])[CH:8]=4)=[CH:10][N:11]=3)[CH2:15][CH2:16]1)(=[O:41])=[O:40])=[CH:24]2. The catalyst class is: 2. (9) Reactant: [C:1]([O:5][C:6]([O:8][NH:9][CH2:10][CH2:11][CH:12]1[CH2:17][CH2:16][NH:15][CH2:14][CH2:13]1)=[O:7])([CH3:4])([CH3:3])[CH3:2].CCN(C(C)C)C(C)C.Br[C:28]1[N:33]=[CH:32][CH:31]=[CH:30][N:29]=1. Product: [C:1]([O:5][C:6]([O:8][NH:9][CH2:10][CH2:11][CH:12]1[CH2:17][CH2:16][N:15]([C:28]2[N:33]=[CH:32][CH:31]=[CH:30][N:29]=2)[CH2:14][CH2:13]1)=[O:7])([CH3:4])([CH3:2])[CH3:3]. The catalyst class is: 10.